Dataset: Forward reaction prediction with 1.9M reactions from USPTO patents (1976-2016). Task: Predict the product of the given reaction. (1) The product is: [OH:2][C:3]1[CH:4]=[CH:5][C:6]([CH:9]2[CH2:11][CH:10]2[C:12]([O:14][CH2:15][CH3:16])=[O:13])=[CH:7][CH:8]=1. Given the reactants C[O:2][C:3]1[CH:8]=[CH:7][C:6]([CH:9]2[CH2:11][CH:10]2[C:12]([O:14][CH2:15][CH3:16])=[O:13])=[CH:5][CH:4]=1.B(Br)(Br)Br, predict the reaction product. (2) Given the reactants Br[C:2]1[CH:7]=[CH:6][C:5]([C:8]([OH:17])([C:13]([F:16])([F:15])[F:14])[C:9]([F:12])([F:11])[F:10])=[CH:4][CH:3]=1.Cl.[CH3:19][C@H:20]1[CH2:25][N:24]([S:26]([C:29]2[CH:34]=[CH:33][CH:32]=[CH:31][CH:30]=2)(=[O:28])=[O:27])[CH2:23][CH2:22][NH:21]1.CC(C)([O-])C.[Na+].C1(P(C2CCCCC2)C2C=CC=CC=2C2C(OC(C)C)=CC=CC=2OC(C)C)CCCCC1, predict the reaction product. The product is: [F:10][C:9]([F:12])([F:11])[C:8]([C:5]1[CH:6]=[CH:7][C:2]([N:21]2[CH2:22][CH2:23][N:24]([S:26]([C:29]3[CH:34]=[CH:33][CH:32]=[CH:31][CH:30]=3)(=[O:27])=[O:28])[CH2:25][C@@H:20]2[CH3:19])=[CH:3][CH:4]=1)([OH:17])[C:13]([F:16])([F:15])[F:14]. (3) Given the reactants O1CCCC1.[Cl:6][C:7]1[CH:8]=[CH:9][C:10]2[NH:16][C:15](=O)[C@@H:14]([CH2:18][C:19]([O:21][CH2:22][CH3:23])=[O:20])[O:13][C@H:12]([C:24]3[CH:29]=[CH:28][CH:27]=[C:26]([O:30][C:31]([F:34])([F:33])[F:32])[C:25]=3[O:35][CH3:36])[C:11]=2[CH:37]=1.C(=O)([O-])O.[Na+].P12(SP3(SP(SP(S3)(S1)=S)(=S)S2)=S)=[S:44], predict the reaction product. The product is: [Cl:6][C:7]1[CH:8]=[CH:9][C:10]2[NH:16][C:15](=[S:44])[C@@H:14]([CH2:18][C:19]([O:21][CH2:22][CH3:23])=[O:20])[O:13][C@H:12]([C:24]3[CH:29]=[CH:28][CH:27]=[C:26]([O:30][C:31]([F:34])([F:33])[F:32])[C:25]=3[O:35][CH3:36])[C:11]=2[CH:37]=1. (4) Given the reactants [F:1][C:2]1[CH:7]=[CH:6][C:5]([C:8](=O)[CH2:9][CH2:10][CH2:11][CH2:12][N:13]2[CH2:18][CH2:17][CH:16]([C:19]3[CH:20]=[C:21]([NH:25][C:26](=[O:30])[CH:27]([CH3:29])[CH3:28])[CH:22]=[CH:23][CH:24]=3)[CH2:15][CH2:14]2)=[CH:4][CH:3]=1.[CH3:32][N:33]([C:35]1[CH:40]=[CH:39][CH:38]=[CH:37][CH:36]=1)N, predict the reaction product. The product is: [F:1][C:2]1[CH:7]=[CH:6][C:5]([C:8]2[N:33]([CH3:32])[C:35]3[C:40]([C:9]=2[CH2:10][CH2:11][CH2:12][N:13]2[CH2:18][CH2:17][CH:16]([C:19]4[CH:20]=[C:21]([NH:25][C:26](=[O:30])[CH:27]([CH3:29])[CH3:28])[CH:22]=[CH:23][CH:24]=4)[CH2:15][CH2:14]2)=[CH:39][CH:38]=[CH:37][CH:36]=3)=[CH:4][CH:3]=1. (5) Given the reactants [CH:1]12[CH2:10][CH:5]3[CH2:6][CH:7]([CH2:9][CH:3]([CH2:4]3)[CH:2]1[NH:11][C:12]([C:14]1[CH:15]=[N:16][N:17]([CH3:20])[C:18]=1Cl)=[O:13])[CH2:8]2.[CH3:21][NH:22][CH2:23][CH2:24][OH:25], predict the reaction product. The product is: [CH:1]12[CH2:10][CH:5]3[CH2:6][CH:7]([CH2:9][CH:3]([CH2:4]3)[CH:2]1[NH:11][C:12]([C:14]1[CH:15]=[N:16][N:17]([CH3:20])[C:18]=1[N:22]([CH2:23][CH2:24][OH:25])[CH3:21])=[O:13])[CH2:8]2. (6) Given the reactants [CH3:1][O:2][C:3]1[CH:8]=[CH:7][C:6]([CH:9]([C:11]2[CH:16]=[CH:15][CH:14]=[C:13]([O:17][CH2:18][C:19]3[N:20]=[C:21]([C:25]4[CH:30]=[CH:29][CH:28]=[CH:27][CH:26]=4)[O:22][C:23]=3[CH3:24])[CH:12]=2)[OH:10])=[C:5]([O:31][CH2:32][O:33][CH3:34])[CH:4]=1, predict the reaction product. The product is: [CH3:1][O:2][C:3]1[CH:8]=[CH:7][C:6]([C:9]([C:11]2[CH:16]=[CH:15][CH:14]=[C:13]([O:17][CH2:18][C:19]3[N:20]=[C:21]([C:25]4[CH:26]=[CH:27][CH:28]=[CH:29][CH:30]=4)[O:22][C:23]=3[CH3:24])[CH:12]=2)=[O:10])=[C:5]([O:31][CH2:32][O:33][CH3:34])[CH:4]=1. (7) Given the reactants [Cl:1][C:2]1[CH:3]=[N:4][N:5]([CH3:17])[C:6]=1[C:7]1[CH:8]=[C:9]([C:14]([OH:16])=O)[O:10][C:11]=1[CH2:12][CH3:13].[NH2:18][C@@H:19]([CH2:32][C:33]1[CH:38]=[CH:37][CH:36]=[CH:35][C:34]=1[C:39]([F:42])([F:41])[F:40])[CH2:20][N:21]1[C:29](=[O:30])[C:28]2[C:23](=[CH:24][CH:25]=[CH:26][CH:27]=2)[C:22]1=[O:31].C(N(CC)C(C)C)(C)C.F[P-](F)(F)(F)(F)F.Br[P+](N1CCCC1)(N1CCCC1)N1CCCC1, predict the reaction product. The product is: [Cl:1][C:2]1[CH:3]=[N:4][N:5]([CH3:17])[C:6]=1[C:7]1[CH:8]=[C:9]([C:14]([NH:18][C@@H:19]([CH2:32][C:33]2[CH:38]=[CH:37][CH:36]=[CH:35][C:34]=2[C:39]([F:42])([F:40])[F:41])[CH2:20][N:21]2[C:29](=[O:30])[C:28]3[C:23](=[CH:24][CH:25]=[CH:26][CH:27]=3)[C:22]2=[O:31])=[O:16])[O:10][C:11]=1[CH2:12][CH3:13]. (8) The product is: [CH2:2]([O:4][C:5]1[C:14]2[C:9](=[CH:10][CH:11]=[CH:12][CH:13]=2)[C:8]([OH:15])=[C:7]([C:16]([O:18][CH2:19][CH3:20])=[O:17])[C:6]=1[C:21]([O:23][CH2:24][CH3:25])=[O:22])[CH3:3]. Given the reactants Br[CH2:2][CH3:3].[OH:4][C:5]1[C:14]2[C:9](=[CH:10][CH:11]=[CH:12][CH:13]=2)[C:8]([OH:15])=[C:7]([C:16]([O:18][CH2:19][CH3:20])=[O:17])[C:6]=1[C:21]([O:23][CH2:24][CH3:25])=[O:22].C(=O)([O-])[O-].[K+].[K+], predict the reaction product. (9) Given the reactants [OH:1][CH2:2][CH:3]1[CH2:9][C@H:8]2[N:10](C(OC(C)(C)C)=O)[C@H:5]([CH2:6][CH2:7]2)[CH2:4]1.Cl, predict the reaction product. The product is: [CH:8]12[NH:10][CH:5]([CH2:6][CH2:7]1)[CH2:4][CH:3]([CH2:2][OH:1])[CH2:9]2. (10) Given the reactants C(O[C:4]([C:6]1[C:7]2[S:15][CH:14]=[C:13]([CH2:16][O:17][C:18]3[CH:23]=[CH:22][CH:21]=[C:20]([CH2:24][O:25][C:26]4[CH:31]=[CH:30][C:29]([Cl:32])=[CH:28][CH:27]=4)[CH:19]=3)[C:8]=2[C:9]([NH2:12])=[N:10][CH:11]=1)=[O:5])C.[CH2:33]([CH2:35][NH2:36])[OH:34], predict the reaction product. The product is: [OH:34][CH2:33][CH2:35][NH:36][C:4]([C:6]1[C:7]2[S:15][CH:14]=[C:13]([CH2:16][O:17][C:18]3[CH:23]=[CH:22][CH:21]=[C:20]([CH2:24][O:25][C:26]4[CH:31]=[CH:30][C:29]([Cl:32])=[CH:28][CH:27]=4)[CH:19]=3)[C:8]=2[C:9]([NH2:12])=[N:10][CH:11]=1)=[O:5].